The task is: Predict the product of the given reaction.. This data is from Forward reaction prediction with 1.9M reactions from USPTO patents (1976-2016). (1) Given the reactants Cl[C:2]1[CH:3]=[CH:4][C:5]2[N:6]([C:8]([CH3:17])=[C:9]([C:11]3[CH:16]=[CH:15][CH:14]=[CH:13][CH:12]=3)[N:10]=2)[N:7]=1.[F:18][C:19]1[CH:31]=[CH:30][C:22]([CH2:23][N:24]2[CH2:29][CH2:28][NH:27][CH2:26][CH2:25]2)=[CH:21][CH:20]=1.C(N(CC)CC)C, predict the reaction product. The product is: [F:18][C:19]1[CH:31]=[CH:30][C:22]([CH2:23][N:24]2[CH2:29][CH2:28][N:27]([C:2]3[CH:3]=[CH:4][C:5]4[N:6]([C:8]([CH3:17])=[C:9]([C:11]5[CH:16]=[CH:15][CH:14]=[CH:13][CH:12]=5)[N:10]=4)[N:7]=3)[CH2:26][CH2:25]2)=[CH:21][CH:20]=1. (2) The product is: [CH:16]1([C:8]2([C:11]([O:13][CH2:14][CH3:15])=[O:12])[CH2:9][CH2:10][N:5]([C:3](=[O:4])[C@H:2]([NH:1][C:32]([NH:46][CH2:47][CH2:48][C:49]3[N:53]=[CH:52][NH:51][CH:50]=3)=[O:33])[CH2:22][C:23]3[CH:28]=[CH:27][C:26]([O:29][CH3:30])=[CH:25][CH:24]=3)[CH2:6][CH2:7]2)[CH2:21][CH2:20][CH2:19][CH2:18][CH2:17]1. Given the reactants [NH2:1][C@H:2]([CH2:22][C:23]1[CH:28]=[CH:27][C:26]([O:29][CH3:30])=[CH:25][CH:24]=1)[C:3]([N:5]1[CH2:10][CH2:9][C:8]([CH:16]2[CH2:21][CH2:20][CH2:19][CH2:18][CH2:17]2)([C:11]([O:13][CH2:14][CH3:15])=[O:12])[CH2:7][CH2:6]1)=[O:4].Cl[C:32](OC1C=CC([N+]([O-])=O)=CC=1)=[O:33].[NH4+].[OH-].[NH2:46][CH2:47][CH2:48][C:49]1[N:53]=[CH:52][NH:51][CH:50]=1.[OH-].[Na+], predict the reaction product. (3) The product is: [C:22]([O:9][CH2:8][C:6]1[CH:5]=[C:4]([OH:10])[C:3]([C:11]([C:13]2[CH:18]=[CH:17][C:16]([O:19][CH2:20][CH3:21])=[CH:15][CH:14]=2)=[O:12])=[C:2]([Cl:1])[CH:7]=1)(=[O:24])[CH3:23]. Given the reactants [Cl:1][C:2]1[CH:7]=[C:6]([CH2:8][OH:9])[CH:5]=[C:4]([OH:10])[C:3]=1[C:11]([C:13]1[CH:18]=[CH:17][C:16]([O:19][CH2:20][CH3:21])=[CH:15][CH:14]=1)=[O:12].[C:22](OC=C)(=[O:24])[CH3:23].CCCC[Sn](Cl)(O[Sn](Cl)(CCCC)CCCC)CCCC.C(OCC1C=C(O)C(C(C2C=CC(OC)=CC=2)=O)=C(Cl)C=1)(=O)C, predict the reaction product.